From a dataset of CYP2C9 inhibition data for predicting drug metabolism from PubChem BioAssay. Regression/Classification. Given a drug SMILES string, predict its absorption, distribution, metabolism, or excretion properties. Task type varies by dataset: regression for continuous measurements (e.g., permeability, clearance, half-life) or binary classification for categorical outcomes (e.g., BBB penetration, CYP inhibition). Dataset: cyp2c9_veith. (1) The molecule is O=C(NNC(=O)C1CC(c2cccnc2)=NO1)Nc1cccc(F)c1. The result is 0 (non-inhibitor). (2) The compound is CCN(CC)CCNc1ccc(CO)c2sc3ccccc3c(=O)c12. The result is 0 (non-inhibitor). (3) The compound is O=C1C[C@@H](O)[C@@H](O)[C@@H]2[C@@H]1CC[C@H]1C(=O)N(Cc3ccccc3)C(=O)[C@H]12. The result is 0 (non-inhibitor).